Dataset: Reaction yield outcomes from USPTO patents with 853,638 reactions. Task: Predict the reaction yield, written as a fraction of the theoretical maximum amount of product (1.0 means a 100% yield; for example, 0.34 means a 34% yield). (1) The reactants are [Cl:1][C:2]1[CH:7]=[CH:6][C:5]([O:8][C:9]2[CH:14]=[CH:13][C:12]([CH2:15][N:16]([CH3:20])[C:17]([NH2:19])=[NH:18])=[CH:11][CH:10]=2)=[CH:4][C:3]=1[C:21]([F:24])([F:23])[F:22].[C:25]([O-:28])([O-])=[O:26].[Cs+].[Cs+].[OH:31]/[CH:32]=[C:33](/[CH2:38][C:39]1[CH:40]=[N:41][N:42]([CH3:44])[CH:43]=1)\[C:34](OC)=O. The catalyst is CN1C(=O)CCC1. The product is [F:22][C:21]([F:24])([F:23])[C:25]([OH:28])=[O:26].[Cl:1][C:2]1[CH:7]=[CH:6][C:5]([O:8][C:9]2[CH:14]=[CH:13][C:12]([CH2:15][N:16]([CH3:20])[C:17]3[NH:19][CH:34]=[C:33]([CH2:38][C:39]4[CH:40]=[N:41][N:42]([CH3:44])[CH:43]=4)[C:32](=[O:31])[N:18]=3)=[CH:11][CH:10]=2)=[CH:4][C:3]=1[C:21]([F:22])([F:23])[F:24]. The yield is 0.151. (2) The reactants are [CH2:1]1[O:9][C:8]2[C:3](=[N:4][CH:5]=[CH:6][C:7]=2[NH:10]C(=O)OC(C)(C)C)[O:2]1.FC(F)(F)C(O)=O. No catalyst specified. The product is [NH2:10][C:7]1[CH:6]=[CH:5][N:4]=[C:3]2[O:2][CH2:1][O:9][C:8]=12. The yield is 0.800. (3) The reactants are [N:1]1[C:2]([C:10]([OH:12])=O)=[CH:3][N:4]2[CH:9]=[CH:8][CH:7]=[CH:6][C:5]=12.[NH2:13][C@@H:14]([CH3:31])[CH2:15][N:16]1[CH:20]=[CH:19][C:18]([C:21]2[CH:28]=[C:27]([F:29])[C:24]([C:25]#[N:26])=[C:23]([Cl:30])[CH:22]=2)=[N:17]1. No catalyst specified. The product is [Cl:30][C:23]1[CH:22]=[C:21]([C:18]2[CH:19]=[CH:20][N:16]([CH2:15][C@@H:14]([NH:13][C:10]([C:2]3[N:1]=[C:5]4[CH:6]=[CH:7][CH:8]=[CH:9][N:4]4[CH:3]=3)=[O:12])[CH3:31])[N:17]=2)[CH:28]=[C:27]([F:29])[C:24]=1[C:25]#[N:26]. The yield is 0.390. (4) The reactants are [Cl:1][CH2:2][CH2:3][CH2:4][C:5]([C:7]1[CH:12]=[CH:11][C:10]([CH:13]([CH3:15])[CH3:14])=[CH:9][CH:8]=1)=[O:6].[Br:16]([O-])(=O)=O.[Na+].[Br-].[Na+].S(S([O-])(=O)=O)([O-])(=O)=O.[Na+].[Na+]. The catalyst is C(Cl)Cl.O. The product is [Br:16][C:13]([C:10]1[CH:9]=[CH:8][C:7]([C:5](=[O:6])[CH2:4][CH2:3][CH2:2][Cl:1])=[CH:12][CH:11]=1)([CH3:15])[CH3:14]. The yield is 0.990. (5) The reactants are [Br:1][C:2]1[CH:7]=[CH:6][C:5]([C@:8]([CH:12]2[CH2:14][CH2:13]2)([CH3:11])[CH:9]=O)=[CH:4][CH:3]=1.[NH2:15][OH:16].[Cl-].[Na+].C(OC(C)C)(=O)C. The catalyst is O. The product is [Br:1][C:2]1[CH:7]=[CH:6][C:5]([C@:8]([CH:12]2[CH2:14][CH2:13]2)([CH3:11])[CH:9]=[N:15][OH:16])=[CH:4][CH:3]=1. The yield is 0.995. (6) No catalyst specified. The reactants are [C:1]([C:5]1[N:6]=[C:7]([NH2:10])[S:8][CH:9]=1)([CH3:4])([CH3:3])[CH3:2].[Cl:11][C:12]1[C:13]([CH3:22])=[C:14]([S:18](Cl)(=[O:20])=[O:19])[CH:15]=[CH:16][CH:17]=1. The yield is 0.400. The product is [C:1]([C:5]1[N:6]=[C:7]([NH:10][S:18]([C:14]2[CH:15]=[CH:16][CH:17]=[C:12]([Cl:11])[C:13]=2[CH3:22])(=[O:19])=[O:20])[S:8][CH:9]=1)([CH3:4])([CH3:3])[CH3:2]. (7) The reactants are C1(C2NN=C(N[C:10]3[C:15]([F:16])=C[C:13]([CH2:17]N4CCOCC4)=[C:12]([NH:24][C@H:25](C4C=CC(F)=CC=4)C)[N:11]=3)C=2)CC1.[BH4-].[Na+].C[OH:37]. No catalyst specified. The product is [F:16][C:15]1[CH:25]=[N:24][C:12]([CH:13]([OH:37])[CH3:17])=[N:11][CH:10]=1. The yield is 0.990.